Dataset: TCR-epitope binding with 47,182 pairs between 192 epitopes and 23,139 TCRs. Task: Binary Classification. Given a T-cell receptor sequence (or CDR3 region) and an epitope sequence, predict whether binding occurs between them. (1) The epitope is PKYVKQNTLKLAT. The TCR CDR3 sequence is CASRDSGTRNEQFF. Result: 1 (the TCR binds to the epitope). (2) The epitope is LPPAYTNSF. The TCR CDR3 sequence is CATRQGADSEQFF. Result: 0 (the TCR does not bind to the epitope). (3) The TCR CDR3 sequence is CASGPGNTIYF. Result: 1 (the TCR binds to the epitope). The epitope is FPPTSFGPL. (4) The epitope is FLYALALLL. The TCR CDR3 sequence is CASSSQGGSYGYTF. Result: 1 (the TCR binds to the epitope). (5) The epitope is RQLLFVVEV. The TCR CDR3 sequence is CASSPQGYEQYF. Result: 1 (the TCR binds to the epitope). (6) The epitope is SEETGTLIV. The TCR CDR3 sequence is CSVADYSGLVPSTDTQYF. Result: 0 (the TCR does not bind to the epitope). (7) The epitope is KMKDLSPRW. The TCR CDR3 sequence is CASRNDREGLGPAYNEQFF. Result: 0 (the TCR does not bind to the epitope).